This data is from Full USPTO retrosynthesis dataset with 1.9M reactions from patents (1976-2016). The task is: Predict the reactants needed to synthesize the given product. (1) Given the product [N+:13]([C:16]1[CH:17]=[CH:18][C:19]([CH2:22][CH2:23][N:24]2[CH2:25][CH2:26][O:27][C:6]2=[O:7])=[CH:20][CH:21]=1)([O-:15])=[O:14], predict the reactants needed to synthesize it. The reactants are: C1N=CN([C:6](N2C=NC=C2)=[O:7])C=1.[N+:13]([C:16]1[CH:21]=[CH:20][C:19]([CH2:22][CH2:23][NH:24][CH2:25][CH2:26][OH:27])=[CH:18][CH:17]=1)([O-:15])=[O:14]. (2) Given the product [CH2:1]([O:3][C:4](=[O:28])[CH2:5][N:6]([CH2:7][CH2:8][NH:9][S:10]([C:13]1[S:14][C:15]([C:18]2[CH:23]=[CH:22][C:21]([Cl:24])=[CH:20][C:19]=2[N+:25]([O-:27])=[O:26])=[N:16][N:17]=1)(=[O:12])=[O:11])[C:56](=[O:57])[CH2:55][N:52]1[CH:51]=[N:50][C:49]2[C:48](=[O:59])[NH:47][C:46]([NH:45][C:43]([O:42][CH:29]([C:36]3[CH:41]=[CH:40][CH:39]=[CH:38][CH:37]=3)[C:30]3[CH:35]=[CH:34][CH:33]=[CH:32][CH:31]=3)=[O:44])=[N:54][C:53]1=2)[CH3:2], predict the reactants needed to synthesize it. The reactants are: [CH2:1]([O:3][C:4](=[O:28])[CH2:5][NH:6][CH2:7][CH2:8][NH:9][S:10]([C:13]1[S:14][C:15]([C:18]2[CH:23]=[CH:22][C:21]([Cl:24])=[CH:20][C:19]=2[N+:25]([O-:27])=[O:26])=[N:16][N:17]=1)(=[O:12])=[O:11])[CH3:2].[CH:29]([O:42][C:43]([NH:45][C:46]1[NH:47][C:48](=[O:59])[C:49]2[N:50]=[CH:51][N:52]([CH2:55][C:56](O)=[O:57])[C:53]=2[N:54]=1)=[O:44])([C:36]1[CH:41]=[CH:40][CH:39]=[CH:38][CH:37]=1)[C:30]1[CH:35]=[CH:34][CH:33]=[CH:32][CH:31]=1. (3) Given the product [CH3:21][S:20][C:16]1[CH:15]=[C:14]([C:11]2[CH2:12][CH2:13][NH:8][CH2:9][CH:10]=2)[CH:19]=[CH:18][CH:17]=1, predict the reactants needed to synthesize it. The reactants are: C(OC([N:8]1[CH2:13][CH2:12][C:11](O)([C:14]2[CH:19]=[CH:18][CH:17]=[C:16]([S:20][CH3:21])[CH:15]=2)[CH2:10][CH2:9]1)=O)(C)(C)C.FC(F)(F)C(O)=O. (4) Given the product [NH:25]1[CH2:26][CH2:27][CH2:28][C@@H:24]1[CH2:23][NH2:20].[F:1][C:2]1[CH:7]=[C:6]([F:8])[CH:5]=[CH:4][C:3]=1[CH2:9][NH:10][C:11]([C:13]1[C:14](=[O:38])[C:15]([O:30][CH2:31][C:32]2[CH:33]=[CH:34][CH:35]=[CH:36][CH:37]=2)=[C:16]2[C:21](=[O:22])[N:20]3[CH2:23][C@H:24]4[CH2:28][CH2:27][CH2:26][N:25]4[C@@H:19]3[CH2:18][N:17]2[CH:29]=1)=[O:12], predict the reactants needed to synthesize it. The reactants are: [F:1][C:2]1[CH:7]=[C:6]([F:8])[CH:5]=[CH:4][C:3]=1[CH2:9][NH:10][C:11]([C:13]1[C:14](=[O:38])[C:15]([O:30][CH2:31][C:32]2[CH:37]=[CH:36][CH:35]=[CH:34][CH:33]=2)=[C:16]2[C:21](=[O:22])[N:20]3[CH2:23][C@H:24]4[CH2:28][CH2:27][CH2:26][N:25]4[C@@H:19]3[CH2:18][N:17]2[CH:29]=1)=[O:12].